Dataset: Catalyst prediction with 721,799 reactions and 888 catalyst types from USPTO. Task: Predict which catalyst facilitates the given reaction. (1) The catalyst class is: 4. Product: [C:29]([O:33][C:34]([N:12]1[CH2:13][CH2:14][C:9]([C:6]2[CH:7]=[CH:8][C:3]([Br:2])=[CH:4][CH:5]=2)([C:15]2[CH:16]=[CH:17][C:18]([Cl:21])=[CH:19][CH:20]=2)[CH2:10][CH2:11]1)=[O:35])([CH3:32])([CH3:31])[CH3:30]. Reactant: Cl.[Br:2][C:3]1[CH:8]=[CH:7][C:6]([C:9]2([C:15]3[CH:20]=[CH:19][C:18]([Cl:21])=[CH:17][CH:16]=3)[CH2:14][CH2:13][NH:12][CH2:11][CH2:10]2)=[CH:5][CH:4]=1.C(N(CC)CC)C.[C:29]([O:33][C:34](O[C:34]([O:33][C:29]([CH3:32])([CH3:31])[CH3:30])=[O:35])=[O:35])([CH3:32])([CH3:31])[CH3:30]. (2) Reactant: N[C:2]1[N:10]=[C:9]2[C:5]([NH:6][CH:7]=[N:8]2)=[C:4]([Cl:11])[N:3]=1.[N+]([O-])([O-])=[O:13].[Na+]. Product: [OH:13][C:2]1[N:10]=[C:9]2[C:5]([NH:6][CH:7]=[N:8]2)=[C:4]([Cl:11])[N:3]=1. The catalyst class is: 82. (3) Reactant: Cl.[O:2]=[C:3]1[NH:11][C:6]2=[N:7][CH:8]=[CH:9][CH:10]=[C:5]2[C:4]21[CH2:19][C:18]1[C:13](=[CH:14][CH:15]=[C:16]([NH:20][C:21]3[N:26]=[CH:25][N:24]=[C:23]([C:27](O)=[O:28])[CH:22]=3)[CH:17]=1)[CH2:12]2.[Cl:30][C:31]1[CH:39]=[C:38]2[C:34]([CH2:35][CH2:36][NH:37]2)=[CH:33][CH:32]=1.CCN(C(C)C)C(C)C.CN(C(ON1N=NC2C=CC=CC1=2)=[N+](C)C)C.[B-](F)(F)(F)F. Product: [Cl:30][C:31]1[CH:39]=[C:38]2[C:34]([CH2:35][CH2:36][N:37]2[C:27]([C:23]2[N:24]=[CH:25][N:26]=[C:21]([NH:20][C:16]3[CH:17]=[C:18]4[C:13](=[CH:14][CH:15]=3)[CH2:12][C:4]3([C:5]5[C:6](=[N:7][CH:8]=[CH:9][CH:10]=5)[NH:11][C:3]3=[O:2])[CH2:19]4)[CH:22]=2)=[O:28])=[CH:33][CH:32]=1. The catalyst class is: 3. (4) Reactant: [CH3:1][O:2][C:3]1[CH:4]=[C:5]([CH2:14][C:15](=[O:19])[CH2:16][C:17]#[N:18])[CH:6]=[CH:7][C:8]=1[O:9][CH2:10][CH2:11][O:12][CH3:13].[CH3:20][N:21]([CH:23](OC)OC)[CH3:22].[CH3:28][O:29][C:30]1[CH:31]=[C:32]([CH:35]=[CH:36][C:37]=1[O:38][CH3:39])CN. Product: [CH3:28][O:29][C:30]1[CH:31]=[C:32]([CH:35]=[CH:36][C:37]=1[O:38][CH3:39])[CH2:23][N:21]1[CH:20]=[C:14]([C:5]2[CH:6]=[CH:7][C:8]([O:9][CH2:10][CH2:11][O:12][CH3:13])=[C:3]([O:2][CH3:1])[CH:4]=2)[C:15](=[O:19])[C:16]([C:17]#[N:18])=[CH:22]1. The catalyst class is: 575. (5) Reactant: [CH2:1]([CH:8]1[CH2:13][CH2:12][NH:11][CH2:10][CH2:9]1)[C:2]1[CH:7]=[CH:6][CH:5]=[CH:4][CH:3]=1.C([N:16](CC)CC)C.Cl[C:22]([O:24][C:25]1[CH:30]=[CH:29][C:28]([N+:31]([O-:33])=[O:32])=[CH:27][CH:26]=1)=[O:23].O. The catalyst class is: 4. Product: [C:22](=[O:23])([O:24][C:25]1[CH:30]=[CH:29][C:28]([N+:31]([O-:33])=[O:32])=[CH:27][C:26]=1[N:11]1[CH2:12][CH2:13][CH:8]([CH2:1][C:2]2[CH:7]=[CH:6][CH:5]=[CH:4][CH:3]=2)[CH2:9][CH2:10]1)[NH2:16]. (6) Reactant: [CH:1]([C:3]1[CH:4]=[C:5]([O:17][CH3:18])[C:6]([NH:9][C:10](=[O:16])[O:11][C:12]([CH3:15])([CH3:14])[CH3:13])=[N:7][CH:8]=1)=O.[CH:19]1([C@@H:22]([NH2:24])[CH3:23])[CH2:21][CH2:20]1.[BH4-].[Na+]. Product: [CH:19]1([C@@H:22]([NH:24][CH2:1][C:3]2[CH:4]=[C:5]([O:17][CH3:18])[C:6]([NH:9][C:10](=[O:16])[O:11][C:12]([CH3:15])([CH3:14])[CH3:13])=[N:7][CH:8]=2)[CH3:23])[CH2:21][CH2:20]1. The catalyst class is: 5. (7) Reactant: [CH3:1][C:2]1[C:10]2[C:5](=[N:6][CH:7]=[CH:8][CH:9]=2)[NH:4][CH:3]=1.ClC1C=C(C=CC=1)C(OO)=[O:16].CO. Product: [CH3:1][C:2]1[C:10]2[C:5](=[N+:6]([O-:16])[CH:7]=[CH:8][CH:9]=2)[NH:4][CH:3]=1. The catalyst class is: 4. (8) Product: [OH:12][C@@H:13]1[CH2:30][CH2:29][C@@:28]2([CH3:31])[C:15](=[CH:16][CH2:17][C@@H:18]3[C@@H:27]2[CH2:26][CH2:25][C@@:23]2([CH3:24])[C@H:19]3[CH2:20][CH2:21][C:22]2=[O:32])[CH2:14]1. The catalyst class is: 6. Reactant: [N+](C1C=CC(C([O:12][C@@H:13]2[CH2:30][CH2:29][C@@:28]3([CH3:31])[C:15](=[CH:16][CH2:17][C@@H:18]4[C@@H:27]3[CH2:26][CH2:25][C@@:23]3([CH3:24])[C@H:19]4[CH2:20][CH2:21][C:22]3=[O:32])[CH2:14]2)=O)=CC=1)([O-])=O.C1COCC1.CO.[OH-].[Na+].